The task is: Predict the reaction yield, written as a fraction of the theoretical maximum amount of product (1.0 means a 100% yield; for example, 0.34 means a 34% yield).. This data is from Reaction yield outcomes from USPTO patents with 853,638 reactions. The yield is 0.734. The reactants are O1[C:5]2([CH2:10][CH2:9][CH:8]([CH2:11][C:12]([O:14][CH2:15][CH3:16])=[O:13])[CH2:7][CH2:6]2)[O:4]CC1.Cl. The catalyst is CC(C)=O. The product is [O:4]=[C:5]1[CH2:10][CH2:9][CH:8]([CH2:11][C:12]([O:14][CH2:15][CH3:16])=[O:13])[CH2:7][CH2:6]1.